Dataset: NCI-60 drug combinations with 297,098 pairs across 59 cell lines. Task: Regression. Given two drug SMILES strings and cell line genomic features, predict the synergy score measuring deviation from expected non-interaction effect. (1) Drug 1: C1CC(=O)NC(=O)C1N2C(=O)C3=CC=CC=C3C2=O. Drug 2: CC1CCCC2(C(O2)CC(NC(=O)CC(C(C(=O)C(C1O)C)(C)C)O)C(=CC3=CSC(=N3)C)C)C. Cell line: SF-539. Synergy scores: CSS=42.3, Synergy_ZIP=4.73, Synergy_Bliss=0.936, Synergy_Loewe=-41.6, Synergy_HSA=-11.8. (2) Drug 1: C1=CC=C(C=C1)NC(=O)CCCCCCC(=O)NO. Drug 2: CS(=O)(=O)OCCCCOS(=O)(=O)C. Cell line: MCF7. Synergy scores: CSS=34.3, Synergy_ZIP=-8.71, Synergy_Bliss=0.387, Synergy_Loewe=0.883, Synergy_HSA=1.09. (3) Drug 1: CCC1=CC2CC(C3=C(CN(C2)C1)C4=CC=CC=C4N3)(C5=C(C=C6C(=C5)C78CCN9C7C(C=CC9)(C(C(C8N6C)(C(=O)OC)O)OC(=O)C)CC)OC)C(=O)OC.C(C(C(=O)O)O)(C(=O)O)O. Drug 2: CCC1(CC2CC(C3=C(CCN(C2)C1)C4=CC=CC=C4N3)(C5=C(C=C6C(=C5)C78CCN9C7C(C=CC9)(C(C(C8N6C=O)(C(=O)OC)O)OC(=O)C)CC)OC)C(=O)OC)O.OS(=O)(=O)O. Cell line: OVCAR-4. Synergy scores: CSS=26.3, Synergy_ZIP=0.202, Synergy_Bliss=1.00, Synergy_Loewe=3.06, Synergy_HSA=2.88. (4) Drug 1: CC1=C(C=C(C=C1)C(=O)NC2=CC(=CC(=C2)C(F)(F)F)N3C=C(N=C3)C)NC4=NC=CC(=N4)C5=CN=CC=C5. Drug 2: C1CN(P(=O)(OC1)NCCCl)CCCl. Cell line: SN12C. Synergy scores: CSS=-2.36, Synergy_ZIP=3.82, Synergy_Bliss=2.66, Synergy_Loewe=-2.94, Synergy_HSA=-4.26. (5) Drug 1: C(CC(=O)O)C(=O)CN.Cl. Drug 2: C1CNP(=O)(OC1)N(CCCl)CCCl. Cell line: SK-MEL-28. Synergy scores: CSS=16.7, Synergy_ZIP=-5.16, Synergy_Bliss=-3.74, Synergy_Loewe=-9.22, Synergy_HSA=-3.32. (6) Synergy scores: CSS=41.5, Synergy_ZIP=1.88, Synergy_Bliss=2.86, Synergy_Loewe=3.35, Synergy_HSA=3.41. Drug 2: C#CCC(CC1=CN=C2C(=N1)C(=NC(=N2)N)N)C3=CC=C(C=C3)C(=O)NC(CCC(=O)O)C(=O)O. Cell line: KM12. Drug 1: CC(C1=C(C=CC(=C1Cl)F)Cl)OC2=C(N=CC(=C2)C3=CN(N=C3)C4CCNCC4)N. (7) Cell line: MCF7. Drug 2: CCC1(CC2CC(C3=C(CCN(C2)C1)C4=CC=CC=C4N3)(C5=C(C=C6C(=C5)C78CCN9C7C(C=CC9)(C(C(C8N6C=O)(C(=O)OC)O)OC(=O)C)CC)OC)C(=O)OC)O.OS(=O)(=O)O. Synergy scores: CSS=42.8, Synergy_ZIP=-6.08, Synergy_Bliss=-0.902, Synergy_Loewe=-20.8, Synergy_HSA=-0.113. Drug 1: C1=CC(=CC=C1CC(C(=O)O)N)N(CCCl)CCCl.Cl. (8) Drug 1: C1=CC=C(C(=C1)C(C2=CC=C(C=C2)Cl)C(Cl)Cl)Cl. Drug 2: CC(C)NC(=O)C1=CC=C(C=C1)CNNC.Cl. Cell line: CAKI-1. Synergy scores: CSS=-0.0465, Synergy_ZIP=-2.76, Synergy_Bliss=-5.95, Synergy_Loewe=-0.829, Synergy_HSA=-3.88. (9) Drug 2: CC(C)NC(=O)C1=CC=C(C=C1)CNNC.Cl. Cell line: NCI-H322M. Synergy scores: CSS=16.9, Synergy_ZIP=4.45, Synergy_Bliss=3.53, Synergy_Loewe=-35.9, Synergy_HSA=2.25. Drug 1: CCC1=CC2CC(C3=C(CN(C2)C1)C4=CC=CC=C4N3)(C5=C(C=C6C(=C5)C78CCN9C7C(C=CC9)(C(C(C8N6C)(C(=O)OC)O)OC(=O)C)CC)OC)C(=O)OC.C(C(C(=O)O)O)(C(=O)O)O. (10) Drug 1: CC1=C(C=C(C=C1)NC2=NC=CC(=N2)N(C)C3=CC4=NN(C(=C4C=C3)C)C)S(=O)(=O)N.Cl. Drug 2: CC1C(C(CC(O1)OC2CC(CC3=C2C(=C4C(=C3O)C(=O)C5=CC=CC=C5C4=O)O)(C(=O)C)O)N)O. Cell line: HS 578T. Synergy scores: CSS=64.6, Synergy_ZIP=-5.24, Synergy_Bliss=-5.70, Synergy_Loewe=1.79, Synergy_HSA=3.17.